This data is from Forward reaction prediction with 1.9M reactions from USPTO patents (1976-2016). The task is: Predict the product of the given reaction. Given the reactants Cl.[Cl:2][C:3]1[S:7][C:6](/[CH:8]=[CH:9]/[S:10]([NH:13][C@H:14]2[CH2:18][CH2:17][N:16]([C:19]3[CH:20]=[CH:21][C:22]4[CH2:28][NH:27][CH2:26][CH2:25][CH2:24][C:23]=4[CH:29]=3)[C:15]2=[O:30])(=[O:12])=[O:11])=[CH:5][CH:4]=1.C(Cl)Cl, predict the reaction product. The product is: [Cl:2][C:3]1[S:7][C:6](/[CH:8]=[CH:9]/[S:10]([NH:13][C@H:14]2[CH2:18][CH2:17][N:16]([C:19]3[CH:20]=[CH:21][C:22]4[CH2:28][NH:27][CH2:26][CH2:25][CH2:24][C:23]=4[CH:29]=3)[C:15]2=[O:30])(=[O:11])=[O:12])=[CH:5][CH:4]=1.